This data is from Peptide-MHC class I binding affinity with 185,985 pairs from IEDB/IMGT. The task is: Regression. Given a peptide amino acid sequence and an MHC pseudo amino acid sequence, predict their binding affinity value. This is MHC class I binding data. (1) The peptide sequence is GIFKNNDVR. The MHC is HLA-A11:01 with pseudo-sequence HLA-A11:01. The binding affinity (normalized) is 0.315. (2) The peptide sequence is VYLTCRLEKPA. The MHC is H-2-Kd with pseudo-sequence H-2-Kd. The binding affinity (normalized) is 0.457. (3) The peptide sequence is LLFDSNEPI. The MHC is HLA-A02:01 with pseudo-sequence HLA-A02:01. The binding affinity (normalized) is 1.00. (4) The peptide sequence is FENDIDEIL. The MHC is HLA-A01:01 with pseudo-sequence HLA-A01:01. The binding affinity (normalized) is 0.0847. (5) The peptide sequence is NETTQALQL. The MHC is HLA-A02:03 with pseudo-sequence HLA-A02:03. The binding affinity (normalized) is 0.0847.